From a dataset of Full USPTO retrosynthesis dataset with 1.9M reactions from patents (1976-2016). Predict the reactants needed to synthesize the given product. The reactants are: [N:1]1[CH:2]=[N:3][N:4]2[CH:9]=[CH:8][C:7]([O:10][C:11]3[CH:16]=[CH:15][C:14]([NH:17][C:18]4[C:27]5[C:22](=[CH:23][CH:24]=[C:25]([NH:28][C:29]([NH:31][C:32]([CH3:36])([CH3:35])[CH2:33][OH:34])=S)[CH:26]=5)[N:21]=[CH:20][N:19]=4)=[CH:13][C:12]=3[CH3:37])=[CH:6][C:5]=12.[OH-].[Na+].C1(C)C=CC(S(Cl)(=O)=O)=CC=1.O. Given the product [N:1]1[CH:2]=[N:3][N:4]2[CH:9]=[CH:8][C:7]([O:10][C:11]3[CH:16]=[CH:15][C:14]([NH:17][C:18]4[C:27]5[C:22](=[CH:23][CH:24]=[C:25]([NH:28][C:29]6[O:34][CH2:33][C:32]([CH3:36])([CH3:35])[N:31]=6)[CH:26]=5)[N:21]=[CH:20][N:19]=4)=[CH:13][C:12]=3[CH3:37])=[CH:6][C:5]=12, predict the reactants needed to synthesize it.